Dataset: Forward reaction prediction with 1.9M reactions from USPTO patents (1976-2016). Task: Predict the product of the given reaction. (1) Given the reactants [NH2:1][C:2]1[CH:3]=[C:4]([C:8]2[C:17]3[C:12](=[C:13]([C:18]([F:21])([F:20])[F:19])[CH:14]=[CH:15][CH:16]=3)[N:11]=[CH:10][C:9]=2[C:22]([C:24]2[CH:29]=[CH:28][CH:27]=[CH:26][CH:25]=2)=[O:23])[CH:5]=[CH:6][CH:7]=1.[C:30]1([N:36]=[C:37]=[S:38])[CH:35]=[CH:34][CH:33]=[CH:32][CH:31]=1, predict the reaction product. The product is: [C:22]([C:9]1[CH:10]=[N:11][C:12]2[C:17]([C:8]=1[C:4]1[CH:3]=[C:2]([NH:1][C:37]([NH:36][C:30]3[CH:35]=[CH:34][CH:33]=[CH:32][CH:31]=3)=[S:38])[CH:7]=[CH:6][CH:5]=1)=[CH:16][CH:15]=[CH:14][C:13]=2[C:18]([F:21])([F:19])[F:20])(=[O:23])[C:24]1[CH:25]=[CH:26][CH:27]=[CH:28][CH:29]=1. (2) Given the reactants [CH:1]1([C:4]2[CH:5]=[C:6]([C:10]3[N:15]=[CH:14][C:13]4[CH:16]=[N:17][N:18]([C:19]5[CH:24]=[CH:23][CH:22]=[C:21](F)[N:20]=5)[C:12]=4[CH:11]=3)[CH:7]=[N:8][CH:9]=2)[CH2:3][CH2:2]1.[NH:26]1[CH2:32][CH:31]([OH:33])[CH2:30][NH:29][CH2:28][CH2:27]1, predict the reaction product. The product is: [CH:1]1([C:4]2[CH:5]=[C:6]([C:10]3[N:15]=[CH:14][C:13]4[CH:16]=[N:17][N:18]([C:19]5[N:20]=[C:21]([N:26]6[CH2:32][CH:31]([OH:33])[CH2:30][NH:29][CH2:28][CH2:27]6)[CH:22]=[CH:23][CH:24]=5)[C:12]=4[CH:11]=3)[CH:7]=[N:8][CH:9]=2)[CH2:3][CH2:2]1.